Predict which catalyst facilitates the given reaction. From a dataset of Catalyst prediction with 721,799 reactions and 888 catalyst types from USPTO. (1) Reactant: CN([C:4]([O:8][N:9]1N=NC2C=CC=N[C:10]1=2)=[N+](C)C)C.F[P-](F)(F)(F)(F)F.[C:25]([NH:28][C:29]1[N:34]=[C:33]([C:35]([OH:37])=O)[C:32]([Br:38])=[CH:31][CH:30]=1)(=[O:27])[CH3:26].C(N(CC)C(C)C)(C)C.Cl.CNOC. Product: [C:25]([NH:28][C:29]1[N:34]=[C:33]([C:35]([N:9]([O:8][CH3:4])[CH3:10])=[O:37])[C:32]([Br:38])=[CH:31][CH:30]=1)(=[O:27])[CH3:26]. The catalyst class is: 4. (2) Reactant: [Br:1][CH2:2][C:3](Cl)=[O:4].[CH:6]1[C:19]2[CH2:18][C:17]3[C:12](=[CH:13][CH:14]=[CH:15][CH:16]=3)[O:11][C:10]=2[CH:9]=[CH:8][CH:7]=1.[Al+3].[Cl-].[Cl-].[Cl-]. Product: [CH:6]1[C:19]2[CH2:18][C:17]3[C:12](=[CH:13][CH:14]=[C:15]([C:3](=[O:4])[CH2:2][Br:1])[CH:16]=3)[O:11][C:10]=2[CH:9]=[CH:8][C:7]=1[C:3](=[O:4])[CH2:2][Br:1]. The catalyst class is: 2. (3) Reactant: CN(C=O)C.[OH:6][C:7]1[CH:12]=[CH:11][C:10]([O:13][CH3:14])=[CH:9][C:8]=1[C:15](=O)[CH3:16].C(=O)([O-])[O-].[Cs+].[Cs+].Br[CH2:25][C:26](=[O:31])[C:27]([CH3:30])([CH3:29])[CH3:28]. Product: [CH3:14][O:13][C:10]1[CH:11]=[CH:12][C:7]2[O:6][C:25]([C:26](=[O:31])[C:27]([CH3:30])([CH3:29])[CH3:28])=[C:15]([CH3:16])[C:8]=2[CH:9]=1. The catalyst class is: 6. (4) Reactant: [Cl:1][C:2]1[CH:3]=[C:4]2[CH:10]=[CH:9][NH:8][C:5]2=[N:6][CH:7]=1.[Al+3].[Cl-].[Cl-].[Cl-].Cl[C:16](=[O:22])[C:17]([O:19][CH2:20][CH3:21])=[O:18].CCO. Product: [Cl:1][C:2]1[CH:3]=[C:4]2[C:10]([C:16](=[O:22])[C:17]([O:19][CH2:20][CH3:21])=[O:18])=[CH:9][NH:8][C:5]2=[N:6][CH:7]=1. The catalyst class is: 2. (5) Reactant: [Br:1][C:2]1[CH:7]=[CH:6][C:5](I)=[C:4]([CH3:9])[C:3]=1[Cl:10].C([Mg]Cl)C.C(O[B:19]1[O:23][C:22]([CH3:25])([CH3:24])[C:21]([CH3:27])([CH3:26])[O:20]1)(C)C. Product: [Br:1][C:2]1[CH:7]=[CH:6][C:5]([B:19]2[O:23][C:22]([CH3:25])([CH3:24])[C:21]([CH3:27])([CH3:26])[O:20]2)=[C:4]([CH3:9])[C:3]=1[Cl:10]. The catalyst class is: 1. (6) Reactant: [C:1]([N:8]1[CH2:15][CH2:14][CH2:13][C@H:9]1[C:10]([OH:12])=[O:11])([O:3][C:4]([CH3:7])([CH3:6])[CH3:5])=[O:2].[CH2:16]([O:23][C:24]([NH:26][C@@H:27]([CH2:40]O)[C:28]([O:30][CH2:31][C:32](=[O:39])[C:33]1[CH:38]=[CH:37][CH:36]=[CH:35][CH:34]=1)=[O:29])=[O:25])[C:17]1[CH:22]=[CH:21][CH:20]=[CH:19][CH:18]=1.C(Cl)CCl.C1(C)C=CC=CC=1.C(OCC)(=O)C. Product: [N:8]1([C:1]([O:3][C:4]([CH3:7])([CH3:6])[CH3:5])=[O:2])[CH2:15][CH2:14][CH2:13][C@H:9]1[C:10]([O:12][CH2:40][C@H:27]([NH:26][C:24]([O:23][CH2:16][C:17]1[CH:22]=[CH:21][CH:20]=[CH:19][CH:18]=1)=[O:25])[C:28]([O:30][CH2:31][C:32](=[O:39])[C:33]1[CH:38]=[CH:37][CH:36]=[CH:35][CH:34]=1)=[O:29])=[O:11]. The catalyst class is: 64. (7) Reactant: [F:1][C:2]1[CH:7]=[C:6]([OH:8])[C:5]([F:9])=[CH:4][C:3]=1[C:10]1[CH:11]=[C:12]2[C:17](=[CH:18][CH:19]=1)[CH:16]=[C:15]([OH:20])[CH:14]=[CH:13]2.C1C(=O)N([Cl:28])C(=O)C1. Product: [Cl:28][C:16]1[C:17]2[C:12](=[CH:11][C:10]([C:3]3[CH:4]=[C:5]([F:9])[C:6]([OH:8])=[CH:7][C:2]=3[F:1])=[CH:19][CH:18]=2)[CH:13]=[CH:14][C:15]=1[OH:20]. The catalyst class is: 1. (8) The catalyst class is: 11. Reactant: CO[C:3](=[O:32])[CH:4]([N:11]1[CH2:16][CH2:15][N:14]([C:17]2[CH:22]=[CH:21][C:20]([NH:23][C:24](=[O:30])[CH:25]([CH2:28][CH3:29])[CH2:26][CH3:27])=[CH:19][C:18]=2[F:31])[CH2:13][CH2:12]1)[C:5]1[CH:10]=[CH:9][CH:8]=[CH:7][CH:6]=1.C([O-])([O-])=O.[K+].[K+].O[NH:40][C:41](=[NH:48])[C:42]1[CH:47]=[CH:46][CH:45]=[CH:44][CH:43]=1. Product: [CH2:26]([CH:25]([CH2:28][CH3:29])[C:24]([NH:23][C:20]1[CH:21]=[CH:22][C:17]([N:14]2[CH2:15][CH2:16][N:11]([CH:4]([C:5]3[CH:10]=[CH:9][CH:8]=[CH:7][CH:6]=3)[C:3]3[O:32][N:48]=[C:41]([C:42]4[CH:47]=[CH:46][CH:45]=[CH:44][CH:43]=4)[N:40]=3)[CH2:12][CH2:13]2)=[C:18]([F:31])[CH:19]=1)=[O:30])[CH3:27]. (9) Reactant: C([O:5][C:6](=[O:36])[CH2:7][NH:8][S:9]([C:12]1[CH:17]=[CH:16][C:15]([C:18]2[CH:23]=[CH:22][C:21]([NH:24][C:25]([C:27]3[O:28][C:29]4[CH:35]=[CH:34][CH:33]=[CH:32][C:30]=4[CH:31]=3)=[O:26])=[CH:20][CH:19]=2)=[CH:14][CH:13]=1)(=[O:11])=[O:10])(C)(C)C. Product: [O:28]1[C:29]2[CH:35]=[CH:34][CH:33]=[CH:32][C:30]=2[CH:31]=[C:27]1[C:25]([NH:24][C:21]1[CH:22]=[CH:23][C:18]([C:15]2[CH:16]=[CH:17][C:12]([S:9]([NH:8][CH2:7][C:6]([OH:36])=[O:5])(=[O:10])=[O:11])=[CH:13][CH:14]=2)=[CH:19][CH:20]=1)=[O:26]. The catalyst class is: 137.